This data is from Forward reaction prediction with 1.9M reactions from USPTO patents (1976-2016). The task is: Predict the product of the given reaction. (1) Given the reactants Cl[CH:2]([CH3:33])[CH2:3][CH2:4][C:5]([NH:7][C@@H:8]1[CH2:13][CH2:12][C@H:11]([NH:14][C:15](=[O:32])[C:16]2[CH:21]=[C:20]([F:22])[CH:19]=[N:18][C:17]=2[O:23][C:24]2[CH:29]=[CH:28][CH:27]=[C:26]([S:30][CH3:31])[CH:25]=2)[CH2:10][CH2:9]1)=[O:6].[H-].[Na+], predict the reaction product. The product is: [F:22][C:20]1[CH:19]=[N:18][C:17]([O:23][C:24]2[CH:29]=[CH:28][CH:27]=[C:26]([S:30][CH3:31])[CH:25]=2)=[C:16]([CH:21]=1)[C:15]([NH:14][C@H:11]1[CH2:12][CH2:13][C@@H:8]([N:7]2[CH2:33][CH2:2][CH2:3][CH2:4][C:5]2=[O:6])[CH2:9][CH2:10]1)=[O:32]. (2) Given the reactants Cl[C:2]1[C:3]2[N:10]([CH2:11][CH2:12][NH:13][C:14](=[O:20])[O:15][C:16]([CH3:19])([CH3:18])[CH3:17])[CH:9]=[CH:8][C:4]=2[N:5]=[CH:6][N:7]=1.[Cl:21][C:22]1[CH:23]=[C:24]([CH:26]=[CH:27][C:28]=1[O:29][C:30]1[CH:35]=[CH:34][CH:33]=[C:32]([Cl:36])[CH:31]=1)[NH2:25].C(=O)([O-])O.[Na+], predict the reaction product. The product is: [Cl:21][C:22]1[CH:23]=[C:24]([NH:25][C:2]2[C:3]3[N:10]([CH2:11][CH2:12][NH:13][C:14](=[O:20])[O:15][C:16]([CH3:19])([CH3:18])[CH3:17])[CH:9]=[CH:8][C:4]=3[N:5]=[CH:6][N:7]=2)[CH:26]=[CH:27][C:28]=1[O:29][C:30]1[CH:35]=[CH:34][CH:33]=[C:32]([Cl:36])[CH:31]=1. (3) The product is: [CH3:1][O:2][C:3]([C:5]1[C:10]([NH2:11])=[N:9][CH:8]=[C:7]([C:15]2[CH:16]=[CH:17][O:13][CH:14]=2)[N:6]=1)=[O:4]. Given the reactants [CH3:1][O:2][C:3]([C:5]1[C:10]([NH2:11])=[N:9][CH:8]=[C:7](Br)[N:6]=1)=[O:4].[O:13]1[CH:17]=[CH:16][C:15](B(O)O)=[CH:14]1.C(N(CC)CC)C, predict the reaction product. (4) The product is: [O:7]=[C:2]1[NH:1][CH2:6][CH2:5][N:4]([C:22]([C:21]2[CH:25]=[CH:26][N:27]=[CH:28][C:20]=2[NH:19][C:17]([C:15]2[C:14]([NH:29][C:30]3[CH:31]=[N:32][CH:33]=[N:34][CH:35]=3)=[CH:13][CH:12]=[C:11]([CH:8]3[CH2:10][CH2:9]3)[N:16]=2)=[O:18])=[O:23])[CH2:3]1. Given the reactants [NH:1]1[CH2:6][CH2:5][NH:4][CH2:3][C:2]1=[O:7].[CH:8]1([C:11]2[N:16]=[C:15]([C:17]([NH:19][C:20]3[CH:28]=[N:27][CH:26]=[CH:25][C:21]=3[C:22](O)=[O:23])=[O:18])[C:14]([NH:29][C:30]3[CH:31]=[N:32][CH:33]=[N:34][CH:35]=3)=[CH:13][CH:12]=2)[CH2:10][CH2:9]1, predict the reaction product. (5) Given the reactants Br[CH2:2][C:3]([NH:5][C:6]1[S:7][C:8]([C:16]([C:18]2[CH:23]=[CH:22][CH:21]=[CH:20][N:19]=2)=[O:17])=[C:9]([C:11]2[O:12][CH:13]=[CH:14][CH:15]=2)[N:10]=1)=[O:4].[NH:24]1[CH2:29][CH2:28][O:27][CH2:26][CH2:25]1, predict the reaction product. The product is: [O:12]1[CH:13]=[CH:14][CH:15]=[C:11]1[C:9]1[N:10]=[C:6]([NH:5][C:3](=[O:4])[CH2:2][N:24]2[CH2:29][CH2:28][O:27][CH2:26][CH2:25]2)[S:7][C:8]=1[C:16]([C:18]1[CH:23]=[CH:22][CH:21]=[CH:20][N:19]=1)=[O:17]. (6) Given the reactants [Cl:1][C:2]1[CH:3]=[C:4]([C:9](=[O:12])[CH2:10][CH3:11])[CH:5]=[CH:6][C:7]=1[Cl:8].Br[CH2:14][C:15]([O:17][CH2:18][CH3:19])=[O:16].C1C=CC=CC=1.OS(O)(=O)=O, predict the reaction product. The product is: [CH2:18]([O:17][C:15](=[O:16])[CH2:14][C:9]([OH:12])([C:4]1[CH:5]=[CH:6][C:7]([Cl:8])=[C:2]([Cl:1])[CH:3]=1)[CH2:10][CH3:11])[CH3:19]. (7) Given the reactants [CH2:1]([O:3][P:4]([CH2:9][C:10]([O:12][CH2:13][CH3:14])=[O:11])([O:6][CH2:7][CH3:8])=[O:5])[CH3:2].[H-].[Na+].[N+:17]([C:20]1[CH:27]=[CH:26][C:23]([CH2:24]Br)=[CH:22][CH:21]=1)([O-:19])=[O:18], predict the reaction product. The product is: [CH2:7]([O:6][P:4]([CH:9]([CH2:24][C:23]1[CH:26]=[CH:27][C:20]([N+:17]([O-:19])=[O:18])=[CH:21][CH:22]=1)[C:10]([O:12][CH2:13][CH3:14])=[O:11])([O:3][CH2:1][CH3:2])=[O:5])[CH3:8]. (8) Given the reactants [CH3:1][O:2][C:3]1[CH:4]=[C:5]([CH2:13][C:14]([OH:16])=O)[CH:6]=[C:7]([O:11][CH3:12])[C:8]=1[O:9][CH3:10].CN(C=O)C.C(Cl)(=O)C([Cl:25])=O, predict the reaction product. The product is: [CH3:1][O:2][C:3]1[CH:4]=[C:5]([CH2:13][C:14]([Cl:25])=[O:16])[CH:6]=[C:7]([O:11][CH3:12])[C:8]=1[O:9][CH3:10]. (9) Given the reactants C1(P(N=[N+]=[N-])(C2C=CC=CC=2)=[O:8])C=CC=CC=1.[OH:18][C:19]1[C:24](C(O)=O)=[CH:23][CH:22]=[C:21]([CH3:28])[N:20]=1.C([N:31]([CH2:34]C)CC)C.[CH2:36]([OH:43])[C:37]1[CH:42]=[CH:41][CH:40]=[CH:39][CH:38]=1, predict the reaction product. The product is: [CH2:36]([O:43][C:34]([NH:31][C:24]1[C:19](=[O:18])[NH:20][C:21]([CH3:28])=[CH:22][CH:23]=1)=[O:8])[C:37]1[CH:42]=[CH:41][CH:40]=[CH:39][CH:38]=1. (10) Given the reactants [C:1]([N:4]1[C:13]2[C:8](=[CH:9][C:10]([CH:14]3[CH2:19][CH2:18][N:17]([C:20]([O:22][C:23]([CH3:26])([CH3:25])[CH3:24])=[O:21])[CH2:16][CH2:15]3)=[CH:11][CH:12]=2)[C@H:7]([NH2:27])[C@@H:6]([CH3:28])[C@@H:5]1[CH3:29])(=[O:3])[CH3:2].C(N1[C:42]2[C:37](=[CH:38][C:39](C3CCN(C(OC(C)(C)C)=O)CC3)=[CH:40][CH:41]=2)[C@H:36]([NH:56]C2C=NC(C)=CN=2)[C@@H](C)[C@@H]1C)(=O)C.CN(C1C(C2C(P(C3CCCCC3)C3CCCCC3)=CC=CC=2)=CC=CC=1)C.BrC1C=CC(C#N)=CC=1.CC(C)([O-])C.[Na+], predict the reaction product. The product is: [C:1]([N:4]1[C:13]2[C:8](=[CH:9][C:10]([CH:14]3[CH2:15][CH2:16][N:17]([C:20]([O:22][C:23]([CH3:26])([CH3:25])[CH3:24])=[O:21])[CH2:18][CH2:19]3)=[CH:11][CH:12]=2)[C@H:7]([NH:27][C:40]2[CH:41]=[CH:42][C:37]([C:36]#[N:56])=[CH:38][CH:39]=2)[C@@H:6]([CH3:28])[C@@H:5]1[CH3:29])(=[O:3])[CH3:2].